Dataset: Catalyst prediction with 721,799 reactions and 888 catalyst types from USPTO. Task: Predict which catalyst facilitates the given reaction. (1) Reactant: [CH3:1][O:2][C:3]1[CH:4]=[C:5]2[C:11](=[CH:12][CH:13]=1)[CH:10]1[CH2:14][CH:6]2[CH2:7][C:8](=O)[NH:9]1.Cl. Product: [CH3:1][O:2][C:3]1[CH:4]=[C:5]2[C:11](=[CH:12][CH:13]=1)[CH:10]1[CH2:14][CH:6]2[CH2:7][CH2:8][NH:9]1. The catalyst class is: 7. (2) Reactant: FC(F)(F)C(O)=O.[CH3:8][O:9][C:10]1[CH:47]=[CH:46][C:13]2[NH:14][C:15]([NH:17][C@H:18]([C:39]([O:41]C(C)(C)C)=[O:40])[CH2:19][C:20]3[CH:25]=[CH:24][C:23]([O:26][CH2:27][CH2:28][CH2:29][C:30](=[O:38])[NH:31][C:32]4[NH:33][CH2:34][CH2:35][CH2:36][N:37]=4)=[CH:22][CH:21]=3)=[N:16][C:12]=2[CH:11]=1.C1(C)C=CC=CC=1. The catalyst class is: 4. Product: [CH3:8][O:9][C:10]1[CH:47]=[CH:46][C:13]2[NH:14][C:15]([NH:17][C@H:18]([C:39]([OH:41])=[O:40])[CH2:19][C:20]3[CH:25]=[CH:24][C:23]([O:26][CH2:27][CH2:28][CH2:29][C:30](=[O:38])[NH:31][C:32]4[NH:33][CH2:34][CH2:35][CH2:36][N:37]=4)=[CH:22][CH:21]=3)=[N:16][C:12]=2[CH:11]=1. (3) Reactant: C1C=NC2N(O)N=NC=2C=1.[F:11][C:12]1[CH:20]=[CH:19][C:15]([CH2:16][CH2:17][NH2:18])=[CH:14][CH:13]=1.[C:21](O)(=[O:28])[C:22]1[CH:27]=[CH:26][CH:25]=[CH:24][CH:23]=1.C(Cl)CCl. Product: [F:11][C:12]1[CH:20]=[CH:19][C:15]([CH2:16][CH2:17][NH:18][C:21](=[O:28])[C:22]2[CH:27]=[CH:26][CH:25]=[CH:24][CH:23]=2)=[CH:14][CH:13]=1. The catalyst class is: 2. (4) Reactant: C([O-])([O-])=O.[K+].[K+].[F:7][C:8]1[CH:15]=[CH:14][C:13]([NH:16][CH:17]2[CH2:22][CH2:21][CH2:20][N:19]([C:23]3[CH:28]=[CH:27][C:26]([C:29]4[CH:34]=[CH:33][CH:32]=[CH:31][C:30]=4[S:35]([CH3:38])(=[O:37])=[O:36])=[CH:25][C:24]=3[F:39])[C:18]2=[O:40])=[CH:12][C:9]=1[C:10]#[N:11].C[N:42](C=O)C.[OH2:46]. Product: [F:7][C:8]1[CH:15]=[CH:14][C:13]([NH:16][CH:17]2[CH2:22][CH2:21][CH2:20][N:19]([C:23]3[CH:28]=[CH:27][C:26]([C:29]4[CH:34]=[CH:33][CH:32]=[CH:31][C:30]=4[S:35]([CH3:38])(=[O:37])=[O:36])=[CH:25][C:24]=3[F:39])[C:18]2=[O:40])=[CH:12][C:9]=1[C:10]([NH:42][OH:46])=[NH:11]. The catalyst class is: 6.